This data is from Reaction yield outcomes from USPTO patents with 853,638 reactions. The task is: Predict the reaction yield, written as a fraction of the theoretical maximum amount of product (1.0 means a 100% yield; for example, 0.34 means a 34% yield). (1) The catalyst is CCOCC.C(Cl)Cl. The product is [CH3:26][C:19]([C:12]1[CH:13]=[CH:14][CH:15]=[C:16]2[C:11]=1[N:10]=[C:9]([CH3:8])[CH:18]=[CH:17]2)([CH3:2])[CH2:20][C:21]([O:23][CH2:24][CH3:25])=[O:22]. The yield is 0.768. The reactants are [Li][CH3:2].C[Si](Cl)(C)C.[CH3:8][C:9]1[CH:18]=[CH:17][C:16]2[C:11](=[C:12](/[C:19](/[CH3:26])=[CH:20]\[C:21]([O:23][CH2:24][CH3:25])=[O:22])[CH:13]=[CH:14][CH:15]=2)[N:10]=1. (2) The reactants are [Cl:1][C:2]1[CH:3]=[C:4]([CH:6]=[CH:7][C:8]=1[O:9][CH2:10][C:11]1[CH:16]=[CH:15][CH:14]=[CH:13][N:12]=1)[NH2:5].Cl[C:18]1[C:27]2[C:22](=[CH:23][C:24]([F:31])=[C:25]([N+:28]([O-:30])=[O:29])[CH:26]=2)[N:21]=[CH:20][N:19]=1. The product is [Cl:1][C:2]1[CH:3]=[C:4]([NH:5][C:18]2[C:27]3[C:22](=[CH:23][C:24]([F:31])=[C:25]([N+:28]([O-:30])=[O:29])[CH:26]=3)[N:21]=[CH:20][N:19]=2)[CH:6]=[CH:7][C:8]=1[O:9][CH2:10][C:11]1[CH:16]=[CH:15][CH:14]=[CH:13][N:12]=1. The catalyst is C(O)(C)C. The yield is 0.808. (3) The reactants are S(S([O-])=O)([O-])=O.[Na+].[Na+].[CH2:9]([C:11]1[CH:16]=[C:15]([N+:17]([O-])=O)[CH:14]=[C:13]([CH2:20][CH3:21])[C:12]=1[NH:22][S:23]([C:26]1[CH:31]=[CH:30][C:29]([CH3:32])=[CH:28][CH:27]=1)(=[O:25])=[O:24])[CH3:10].C(=O)([O-])[O-].[K+].[K+]. The catalyst is O.O1CCCC1. The product is [NH2:17][C:15]1[CH:16]=[C:11]([CH2:9][CH3:10])[C:12]([NH:22][S:23]([C:26]2[CH:31]=[CH:30][C:29]([CH3:32])=[CH:28][CH:27]=2)(=[O:25])=[O:24])=[C:13]([CH2:20][CH3:21])[CH:14]=1. The yield is 0.250. (4) The reactants are [OH:1][B:2]1[C:6]2[CH:7]=[CH:8][C:9]([S:11][C:12]3[CH:19]=[CH:18][C:15]([C:16]#[N:17])=[CH:14][CH:13]=3)=[CH:10][C:5]=2[CH2:4][O:3]1.C[OH:21]. The catalyst is O. The product is [OH:1][B:2]1[C:6]2[CH:7]=[CH:8][C:9]([S:11]([C:12]3[CH:19]=[CH:18][C:15]([C:16]#[N:17])=[CH:14][CH:13]=3)=[O:21])=[CH:10][C:5]=2[CH2:4][O:3]1. The yield is 0.130. (5) The reactants are C([O:5][C:6]([C:8]1[O:9][C:10]2[CH:17]=[CH:16][CH:15]=[C:14]([O:18][CH2:19][C:20](=[O:24])[N:21]([CH3:23])[CH3:22])[C:11]=2[C:12]=1[CH3:13])=[O:7])(C)(C)C.C(O)(C(F)(F)F)=O.C(Cl)Cl. No catalyst specified. The product is [CH3:22][N:21]([CH3:23])[C:20]([CH2:19][O:18][C:14]1[C:11]2[C:12]([CH3:13])=[C:8]([C:6]([OH:7])=[O:5])[O:9][C:10]=2[CH:17]=[CH:16][CH:15]=1)=[O:24]. The yield is 1.00. (6) The reactants are Cl[C:2]1[N:11]=[C:10]([N:12]2[CH2:17][CH2:16][O:15][CH2:14][CH2:13]2)[C:9]2[C:4](=[C:5]([C:18]3[CH:19]=[C:20]([OH:24])[CH:21]=[CH:22][CH:23]=3)[CH:6]=[CH:7][CH:8]=2)[N:3]=1.[CH3:25][N:26]([CH3:54])[C:27](=[O:53])[C:28]1[CH:33]=[CH:32][C:31]([NH:34][C:35]([NH:37][C:38]2[CH:43]=[CH:42][C:41](B3OC(C)(C)C(C)(C)O3)=[CH:40][CH:39]=2)=[O:36])=[CH:30][CH:29]=1.C(=O)([O-])[O-].[Cs+].[Cs+].CN(C=O)C. The catalyst is Cl[Pd](Cl)([P](C1C=CC=CC=1)(C1C=CC=CC=1)C1C=CC=CC=1)[P](C1C=CC=CC=1)(C1C=CC=CC=1)C1C=CC=CC=1.O. The product is [OH:24][C:20]1[CH:19]=[C:18]([C:5]2[CH:6]=[CH:7][CH:8]=[C:9]3[C:4]=2[N:3]=[C:2]([C:41]2[CH:40]=[CH:39][C:38]([NH:37][C:35](=[O:36])[NH:34][C:31]4[CH:30]=[CH:29][C:28]([C:27]([N:26]([CH3:54])[CH3:25])=[O:53])=[CH:33][CH:32]=4)=[CH:43][CH:42]=2)[N:11]=[C:10]3[N:12]2[CH2:17][CH2:16][O:15][CH2:14][CH2:13]2)[CH:23]=[CH:22][CH:21]=1. The yield is 0.0600.